From a dataset of Experimentally validated miRNA-target interactions with 360,000+ pairs, plus equal number of negative samples. Binary Classification. Given a miRNA mature sequence and a target amino acid sequence, predict their likelihood of interaction. (1) The miRNA is hsa-miR-185-5p with sequence UGGAGAGAAAGGCAGUUCCUGA. The protein sequence of the target gene is MAVLAGSLLGPTSRSAALLGGRWLQPRAWLGFPDAWGLPTPQQARGKARGNEYQPSNIKRKNKHGWVRRLSTPAGVQVILRRMLKGRKSLSH. Result: 1 (interaction). (2) The miRNA is hsa-miR-4431 with sequence GCGACUCUGAAAACUAGAAGGU. The protein sequence of the target gene is MPKRKVTFQGVGDEDGEDEISVPKKKLVDPVAAAGGPGSRFKGKHSLDSDEEDDDEEGSSKYDILASEDVEGQEAATLPSEGGVRITPFNLQEEMEEGHFDADGNYFLNQDAQIRDSWLDNIDWVRIKERPPDKHQVSDSEEEDSLGQTPMSAQALLEGLLELLLPRETVAGALRRLGARGGGKGSNSKGTGRPNSPQRLDRLSGLADQMVARGNLGVYQETRERLAMRLKGLGCRAQGSHDPTPPPSLDMFAEEVAEGELETPTPTQREEAESAGDGLMDVMWEYKWENTGDAELYGPF.... Result: 0 (no interaction). (3) The miRNA is mmu-miR-327 with sequence ACUUGAGGGGCAUGAGGAU. The protein sequence of the target gene is MSFVGENSGVKMGSEDWEKDEPQCCLEDPAGSPLEPGPSLPTMNFVHTSPKVKNLNPKKFSIHDQDHKVLVLDSGNLIAVPDKNYIRPEIFFALASSLSSASAEKGSPILLGVSKGEFCLYCDKDKGQSHPSLQLKKEKLMKLAAQKESARRPFIFYRAQVGSWNMLESAAHPGWFICTSCNCNEPVGVTDKFENRKHIEFSFQPVCKAEMSPSEVSD. Result: 0 (no interaction). (4) The miRNA is rno-miR-138-5p with sequence AGCUGGUGUUGUGAAUCAGGCCG. The protein sequence of the target gene is MAKFRRRTCILLSLFILFIFSLMMGLKMLWPNAASFGPPFGLDLLPELHPLNAHSGNKADFQRSDRINMETNTKALKGAGMTVLPAKASEVNLEELPPLNYFLHAFYYSWYGNPQFDGKYIHWNHPVLEHWDPRIAKNYPQGQHSPPDDIGSSFYPELGSYSSRDPSVIETHMKQMRSASIGVLALSWYPPDSRDDNGEATDHLVPTILDKAHKYNLKVTFHIEPYSNRDDQNMHQNIKYIIDKYGNHPAFYRYKTRTGHSLPMFYVYDSYITKPTIWANLLTPSGSQSVRSSPYDGLFI.... Result: 0 (no interaction). (5) The miRNA is hsa-miR-4757-5p with sequence AGGCCUCUGUGACGUCACGGUGU. The protein sequence of the target gene is MWTPGGPPGSAGWDRRRLGARLRAAFAGLQELQGLRATQQERVRGALALQPPPAPAAPCGPHGLHGPEQQLEAALAALQEQLSRLRQQDIGLKTHLDQLDLQISKLQLDVGTASGEALDSDSRPSSGFYEMSDGGSCSLSTSCASVCSDHISPSLGSLLPVAQAHKARPSMGDWRPRSVDETTVPAWRPQATEEGARPPGSVEDAGQPWGTFWPRPVSTGDLDRALPADTGLQKASADAELLGLLCQGVDIPLHVPDPKYRQDLVSQGGREVYPYPSPLHAVALQSPLFVLTKETPQRGG.... Result: 0 (no interaction). (6) The miRNA is hsa-miR-8066 with sequence CAAUGUGAUCUUUUGGAUGUA. The protein sequence of the target gene is MGWDLTVKMLAGNEFQVSLSSSMSVSELKAQITQKIGVHAFQQRLAVHPSGVALQDRVPLASQGLGPGSTVLLVVDKCDEPLSILVRNNKGRSSTYEVRLTQTVAHLKQQVSGLEGVQDDLFWLTFEGKPLEDQLPLGEYGLKPLSTVFMNLRLRGGGTEPGGRS. Result: 0 (no interaction). (7) The miRNA is hsa-miR-8055 with sequence CUUUGAGCACAUGAGCAGACGGA. The protein sequence of the target gene is MTGVFDRRVPSIRSGDFQAPFQTSAAMHHPSQESPTLPESSATDSDYYSPTGGAPHGYCSPTSASYGKALNPYQYQYHGVNGSAGSYPAKAYADYSYASSYHQYGGAYNRVPSATNQPEKEVTEPEVRMVNGKPKKVRKPRTIYSSFQLAALQRRFQKTQYLALPERAELAASLGLTQTQVKIWFQNKRSKIKKIMKNGEMPPEHSPSSSDPMACNSPQSPAVWEPQGSSRSLSHHPHAHPPTSNQSPASSYLENSASWYTSAASSINSHLPPPGSLQHPLALASGTLY. Result: 0 (no interaction).